This data is from Reaction yield outcomes from USPTO patents with 853,638 reactions. The task is: Predict the reaction yield, written as a fraction of the theoretical maximum amount of product (1.0 means a 100% yield; for example, 0.34 means a 34% yield). (1) The reactants are C(C1C=C([NH:10][C:11]([NH:13][C:14]2[CH:19]=[CH:18][CH:17]=[C:16]([Cl:20])[C:15]=2[Cl:21])=[O:12])N(C2C=C(CC(OCC)=O)C=CC=2)N=1)(C)(C)C.CN. The catalyst is CO. The product is [Cl:21][C:15]1[C:16]([Cl:20])=[CH:17][CH:18]=[CH:19][C:14]=1[NH:13][C:11](=[O:12])[NH2:10]. The yield is 0.740. (2) The reactants are Br[CH2:2][C:3]([C:5]1[CH:10]=[CH:9][C:8]([N+:11]([O-:13])=[O:12])=[CH:7][CH:6]=1)=[O:4].[BH4-].[Na+].C(=O)([O-])[O-].[K+].[K+]. The catalyst is CO. The product is [N+:11]([C:8]1[CH:9]=[CH:10][C:5]([CH:3]2[CH2:2][O:4]2)=[CH:6][CH:7]=1)([O-:13])=[O:12]. The yield is 0.990. (3) The reactants are BrCC.[CH:4]#[C:5][CH2:6][CH2:7][CH2:8][CH2:9][CH3:10].[CH2:11](Br)[CH:12]=[CH2:13].Cl. The catalyst is CCOCC.Cl[Cu]. The product is [CH2:4]=[CH:5][CH2:6][C:7]#[C:8][CH2:9][CH2:10][CH2:11][CH2:12][CH3:13]. The yield is 0.700. (4) The reactants are [C:1]1([CH:7]([OH:10])[CH2:8][OH:9])[CH:6]=[CH:5][CH:4]=[CH:3][CH:2]=1.[C:11]1(C)C=CC=C[CH:12]=1.CC1OC(C)OC(C)O1. The catalyst is C1(C)C=CC(S(O)(=O)=O)=CC=1.O. The product is [CH3:11][CH:12]1[O:10][CH:7]([C:1]2[CH:6]=[CH:5][CH:4]=[CH:3][CH:2]=2)[CH2:8][O:9]1. The yield is 0.853.